From a dataset of Forward reaction prediction with 1.9M reactions from USPTO patents (1976-2016). Predict the product of the given reaction. (1) Given the reactants [C:1]1([C:7]2[C:15]3[O:14][N:13]=[C:12]([NH:16][C:17]4[CH:22]=[CH:21][CH:20]=[C:19]([NH2:23])[CH:18]=4)[C:11]=3[CH:10]=[CH:9][CH:8]=2)[CH:6]=[CH:5][CH:4]=[CH:3][CH:2]=1.I.[C:25](=[NH:34])(SC)[C:26]1[CH:31]=[CH:30][CH:29]=[CH:28][CH:27]=1.C(OCC)(=O)C.C(=O)([O-])[O-].[K+].[K+], predict the reaction product. The product is: [C:1]1([C:7]2[C:15]3[O:14][N:13]=[C:12]([NH:16][C:17]4[CH:18]=[C:19]([NH:23][C:25](=[NH:34])[C:26]5[CH:31]=[CH:30][CH:29]=[CH:28][CH:27]=5)[CH:20]=[CH:21][CH:22]=4)[C:11]=3[CH:10]=[CH:9][CH:8]=2)[CH:2]=[CH:3][CH:4]=[CH:5][CH:6]=1. (2) Given the reactants [Cl:1][C:2]1[N:3]=[C:4]([N:13]2[CH2:18][CH2:17][O:16][CH2:15][CH2:14]2)[C:5]2[CH:10]=[C:9]([CH:11]=O)[S:8][C:6]=2[N:7]=1.[CH3:19][N:20]([CH3:29])[C:21]([N:23]1[CH2:28][CH2:27][NH:26][CH2:25][CH2:24]1)=[O:22], predict the reaction product. The product is: [Cl:1][C:2]1[N:3]=[C:4]([N:13]2[CH2:18][CH2:17][O:16][CH2:15][CH2:14]2)[C:5]2[CH:10]=[C:9]([CH2:11][N:26]3[CH2:25][CH2:24][N:23]([C:21]([N:20]([CH3:29])[CH3:19])=[O:22])[CH2:28][CH2:27]3)[S:8][C:6]=2[N:7]=1. (3) Given the reactants [SH:1][C:2]([CH3:9])([CH3:8])[CH2:3][CH2:4][C:5]([OH:7])=[O:6].[N+:10]([C:13]1[CH:14]=[CH:15][C:16]([S:19][S:19][C:16]2[CH:15]=[CH:14][C:13]([N+:10]([O-:12])=[O:11])=[CH:18][N:17]=2)=[N:17][CH:18]=1)([O-:12])=[O:11].CN(C)C=O.CN1CCOCC1, predict the reaction product. The product is: [CH3:8][C:2]([S:1][S:19][C:16]1[CH:15]=[CH:14][C:13]([N+:10]([O-:12])=[O:11])=[CH:18][N:17]=1)([CH3:9])[CH2:3][CH2:4][C:5]([OH:7])=[O:6]. (4) The product is: [NH4+:37].[OH-:8].[NH2:37][CH2:36][C@@H:17]1[C@@H:16]([C@@:12]2([CH3:15])[CH2:13][CH2:14][C@H:9]([OH:8])[CH2:10][C@@H:11]2[CH2:38][OH:39])[CH2:33][CH2:32][C@@:31]2([CH3:34])[C@H:18]1[CH2:19][C@H:20]1[C@@H:30]2[C@H:29]([CH3:35])[C@@:22]2([CH2:27][CH2:26][C@@H:25]([CH3:28])[CH2:24][O:23]2)[O:21]1. Given the reactants [Si]([O:8][C@H:9]1[CH2:14][CH2:13][C@@:12]([C@H:16]2[CH2:33][CH2:32][C@@:31]3([CH3:34])[C@@H:18]([CH2:19][C@H:20]4[C@@H:30]3[C@H:29]([CH3:35])[C@@:22]3([CH2:27][CH2:26][C@@H:25]([CH3:28])[CH2:24][O:23]3)[O:21]4)[C@@H:17]2[CH2:36][NH2:37])([CH3:15])[C@@H:11]([CH2:38][O:39][Si](C(C)(C)C)(C)C)[CH2:10]1)(C(C)(C)C)(C)C.O, predict the reaction product. (5) Given the reactants [CH3:1][C:2]1[NH:3][C:4](=[O:12])[CH:5]=[CH:6][C:7]=1[C:8]([O:10][CH3:11])=[O:9].[Cl:13]N1C(=O)CCC1=O.O, predict the reaction product. The product is: [Cl:13][C:5]1[C:4](=[O:12])[NH:3][C:2]([CH3:1])=[C:7]([C:8]([O:10][CH3:11])=[O:9])[CH:6]=1. (6) Given the reactants [Cl:1][C:2]1[CH:19]=[CH:18][C:5]([C:6]([NH:8][C:9]2[S:10][CH:11]=[C:12]([CH2:14][C:15]([OH:17])=O)[N:13]=2)=[O:7])=[CH:4][CH:3]=1.Cl.Cl.[NH:22]1[CH2:27][CH2:26][CH:25]([O:28][C:29]2[CH:34]=[CH:33][CH:32]=[CH:31][N:30]=2)[CH2:24][CH2:23]1, predict the reaction product. The product is: [Cl:1][C:2]1[CH:3]=[CH:4][C:5]([C:6]([NH:8][C:9]2[S:10][CH:11]=[C:12]([CH2:14][C:15](=[O:17])[N:22]3[CH2:27][CH2:26][CH:25]([O:28][C:29]4[CH:34]=[CH:33][CH:32]=[CH:31][N:30]=4)[CH2:24][CH2:23]3)[N:13]=2)=[O:7])=[CH:18][CH:19]=1. (7) Given the reactants [F:1][C:2]1[CH:8]=[CH:7][C:6]([F:9])=[CH:5][C:3]=1[NH2:4].Br[CH:11]([C:17]1[CH:22]=[CH:21][CH:20]=[CH:19][CH:18]=1)[C:12]([O:14][CH2:15][CH3:16])=[O:13].CCN(C(C)C)C(C)C, predict the reaction product. The product is: [F:1][C:2]1[CH:8]=[CH:7][C:6]([F:9])=[CH:5][C:3]=1[NH:4][CH:11]([C:17]1[CH:22]=[CH:21][CH:20]=[CH:19][CH:18]=1)[C:12]([O:14][CH2:15][CH3:16])=[O:13].